Task: Predict the reaction yield, written as a fraction of the theoretical maximum amount of product (1.0 means a 100% yield; for example, 0.34 means a 34% yield).. Dataset: Reaction yield outcomes from USPTO patents with 853,638 reactions (1) The reactants are Br[C:2]1[CH:11]=[C:10]2[C:5]([CH:6]=[C:7]([C:12]3[CH:17]=[C:16]([F:18])[CH:15]=[CH:14][C:13]=3[Cl:19])[CH:8]=[N:9]2)=[CH:4][N:3]=1.[CH:20]1([C:23]([NH2:25])=[O:24])[CH2:22][CH2:21]1.C1(P(C2C=CC=CC=2)C2C3OC4C(=CC=CC=4P(C4C=CC=CC=4)C4C=CC=CC=4)C(C)(C)C=3C=CC=2)C=CC=CC=1.C(=O)([O-])[O-].[Cs+].[Cs+]. The catalyst is O1CCOCC1.C(OCC)(=O)C.C([O-])(=O)C.[Pd+2].C([O-])(=O)C. The product is [Cl:19][C:13]1[CH:14]=[CH:15][C:16]([F:18])=[CH:17][C:12]=1[C:7]1[CH:8]=[N:9][C:10]2[C:5]([CH:6]=1)=[CH:4][N:3]=[C:2]([NH:25][C:23]([CH:20]1[CH2:22][CH2:21]1)=[O:24])[CH:11]=2. The yield is 0.400. (2) The reactants are Cl[C:2]1[CH:3]=[CH:4][C:5]2[N:6]([CH:8]=[CH:9][N:10]=2)[N:7]=1.[CH2:11]([N:16]1C=[CH:19][C:18](B2OC(C)(C)C(C)(C)O2)=[CH:17]1)[C:12]([CH3:15])([CH3:14])[CH3:13].C(Cl)Cl.CC([O-])=O.[K+].CC#[N:40]. The catalyst is CCOC(C)=O.C1C=CC(P(C2C=CC=CC=2)[C-]2C=CC=C2)=CC=1.C1C=CC(P(C2C=CC=CC=2)[C-]2C=CC=C2)=CC=1.Cl[Pd]Cl.[Fe+2]. The product is [CH2:11]([N:16]1[CH:17]=[C:18]([C:2]2[CH:3]=[CH:4][C:5]3[N:6]([CH:8]=[CH:9][N:10]=3)[N:7]=2)[CH:19]=[N:40]1)[C:12]([CH3:15])([CH3:14])[CH3:13]. The yield is 0.790. (3) The reactants are [CH2:1]([N:3]1[CH:11]=[C:10]2[C:5]([CH:6]=[C:7]([C:13]([O:15][CH3:16])=[O:14])[CH:8]=[C:9]2[OH:12])=[N:4]1)[CH3:2].[H-].[Na+].Br[C:20]1[CH:21]=[N:22][C:23]([C:26]([N:28]([CH3:30])[CH3:29])=[O:27])=[N:24][CH:25]=1. The catalyst is CN(C)C=O. The product is [CH3:29][N:28]([CH3:30])[C:26]([C:23]1[N:22]=[CH:21][C:20]([O:12][C:9]2[C:10]3[C:5]([CH:6]=[C:7]([C:13]([O:15][CH3:16])=[O:14])[CH:8]=2)=[N:4][N:3]([CH2:1][CH3:2])[CH:11]=3)=[CH:25][N:24]=1)=[O:27]. The yield is 0.210. (4) The reactants are [CH3:1][O:2][C:3](=[O:24])[C:4]1[CH:9]=[CH:8][C:7]([CH2:10][NH:11][CH:12]=O)=[N:6][C:5]=1[NH:14][C:15]1[CH:20]=[CH:19][C:18]([S:21][CH3:22])=[CH:17][C:16]=1[F:23].P(Cl)(Cl)(Cl)=O. The catalyst is C1(C)C=CC=CC=1. The product is [CH3:1][O:2][C:3]([C:4]1[CH:9]=[CH:8][C:7]2[N:6]([CH:12]=[N:11][CH:10]=2)[C:5]=1[NH:14][C:15]1[CH:20]=[CH:19][C:18]([S:21][CH3:22])=[CH:17][C:16]=1[F:23])=[O:24]. The yield is 0.510. (5) The reactants are [C:1]1([C:7]2[C:8]([NH2:12])=[N:9][NH:10][CH:11]=2)[CH:6]=[CH:5][CH:4]=[CH:3][CH:2]=1.C(O/[C:17](/[C:26]([O-:28])=[O:27])=[C:18](/[O:22]C(=O)C)\[C:19]([O-:21])=O)(=O)C.[C:29]1(C)C=CC(S(O)(=O)=O)=CC=1.C(O)C. The catalyst is C(O)(C)C. The product is [CH3:29][O:28][C:26]([C:17]1[N:12]=[C:8]2[C:7]([C:1]3[CH:2]=[CH:3][CH:4]=[CH:5][CH:6]=3)=[CH:11][NH:10][N:9]2[C:19](=[O:21])[C:18]=1[OH:22])=[O:27]. The yield is 0.260. (6) The reactants are [F:1][C:2]1[CH:11]=[CH:10][C:9]([O:12][CH2:13][CH2:14][CH3:15])=[C:8]2[C:3]=1[C:4](=[O:25])[C:5]([C:16]1[CH:24]=[CH:23][C:19]([C:20](O)=[O:21])=[CH:18][CH:17]=1)=[CH:6][NH:7]2.[NH:26]1[CH2:31][CH2:30][O:29][CH2:28][CH2:27]1.CCN=C=NCCCN(C)C.C1C=CC2N(O)N=NC=2C=1. The catalyst is CN(C=O)C. The product is [F:1][C:2]1[CH:11]=[CH:10][C:9]([O:12][CH2:13][CH2:14][CH3:15])=[C:8]2[C:3]=1[C:4](=[O:25])[C:5]([C:16]1[CH:17]=[CH:18][C:19]([C:20]([N:26]3[CH2:31][CH2:30][O:29][CH2:28][CH2:27]3)=[O:21])=[CH:23][CH:24]=1)=[CH:6][NH:7]2. The yield is 0.260. (7) The reactants are O=P(Cl)(Cl)[Cl:3].[F:6][C:7]1[CH:12]=[CH:11][C:10]([N:13]2[CH:18]=[CH:17][N:16]=[C:15](OC)[C:14]2=[O:21])=[CH:9][CH:8]=1. The catalyst is CN(C=O)C. The product is [Cl:3][C:15]1[C:14](=[O:21])[N:13]([C:10]2[CH:11]=[CH:12][C:7]([F:6])=[CH:8][CH:9]=2)[CH:18]=[CH:17][N:16]=1. The yield is 0.640. (8) The reactants are Cl[CH:2]([C:14]1[CH:19]=[CH:18][CH:17]=[CH:16][CH:15]=1)[C:3]([C:5]1[C:13]2[C:8](=[CH:9][CH:10]=[CH:11][CH:12]=2)[NH:7][CH:6]=1)=[O:4].[N:20]1([C:25]2[CH:26]=[C:27]([CH:29]=[CH:30][CH:31]=2)[NH2:28])[CH:24]=[N:23][CH:22]=[N:21]1.CCN(C(C)C)C(C)C. The catalyst is C(#N)C. The product is [N:20]1([C:25]2[CH:26]=[C:27]([NH:28][CH:2]([C:14]3[CH:19]=[CH:18][CH:17]=[CH:16][CH:15]=3)[C:3]([C:5]3[C:13]4[C:8](=[CH:9][CH:10]=[CH:11][CH:12]=4)[NH:7][CH:6]=3)=[O:4])[CH:29]=[CH:30][CH:31]=2)[CH:24]=[N:23][CH:22]=[N:21]1. The yield is 0.0600. (9) The reactants are O.O.[Sn](Cl)Cl.[N+:6]([C:9]1[C:10]([N+:17]([O-])=O)=[C:11]([O:15][CH3:16])[CH:12]=[CH:13][CH:14]=1)([O-])=O.[OH-].[Na+]. The catalyst is CCOC(C)=O. The product is [NH2:6][C:9]1[C:10]([NH2:17])=[C:11]([O:15][CH3:16])[CH:12]=[CH:13][CH:14]=1. The yield is 0.520.